Dataset: Catalyst prediction with 721,799 reactions and 888 catalyst types from USPTO. Task: Predict which catalyst facilitates the given reaction. (1) Reactant: N(C(OCC)=O)=N[C:3](OCC)=O.Br[C:14]1[C:19]([OH:20])=[CH:18][CH:17]=[CH:16][N:15]=1.[CH2:21]([OH:26])[CH2:22][CH2:23][CH:24]=C.C1C=CC(P([C:40]2[CH:45]=[CH:44]C=CC=2)C2C=CC=CC=2)=CC=1. Product: [C:45]([C:16]1[N:15]=[C:14]2[C:21](=[O:26])[CH2:22][CH2:23][CH2:24][O:20][C:19]2=[CH:18][CH:17]=1)([CH3:44])([CH3:40])[CH3:3]. The catalyst class is: 554. (2) Reactant: [C:1]([O:5][C:6]([N:8]1[C:12](=[O:13])[CH2:11][CH2:10][C@H:9]1[C:14]([O:16][CH2:17][C:18]1[CH:23]=[CH:22][CH:21]=[CH:20][CH:19]=1)=[O:15])=[O:7])([CH3:4])([CH3:3])[CH3:2].C[Li].[CH3:26]COCC.[Cl-].[NH4+]. Product: [C:1]([O:5][C:6]([NH:8][C@@H:9]([CH2:10][CH2:11][C:12](=[O:13])[CH3:26])[C:14]([O:16][CH2:17][C:18]1[CH:23]=[CH:22][CH:21]=[CH:20][CH:19]=1)=[O:15])=[O:7])([CH3:4])([CH3:3])[CH3:2]. The catalyst class is: 1.